Dataset: Full USPTO retrosynthesis dataset with 1.9M reactions from patents (1976-2016). Task: Predict the reactants needed to synthesize the given product. Given the product [N:48]1([C:11]2[N:41]=[CH:40][N:39]=[C:38]3[C:12]=2[N:13]=[CH:14][N:15]3[C@@H:16]2[O:37][C@H:27]([CH2:28][O:29][Si:30]([C:33]([CH3:36])([CH3:34])[CH3:35])([CH3:31])[CH3:32])[C@@H:18]([O:19][Si:20]([C:23]([CH3:24])([CH3:25])[CH3:26])([CH3:21])[CH3:22])[CH2:17]2)[CH2:53][CH2:52][O:51][CH2:50][CH2:49]1, predict the reactants needed to synthesize it. The reactants are: N1(O[C:11]2[C:12]3[N:13]=[CH:14][N:15]([C:38]=3[N:39]=[CH:40][N:41]=2)[C@@H:16]2[O:37][C@H:27]([CH2:28][O:29][Si:30]([C:33]([CH3:36])([CH3:35])[CH3:34])([CH3:32])[CH3:31])[C@@H:18]([O:19][Si:20]([C:23]([CH3:26])([CH3:25])[CH3:24])([CH3:22])[CH3:21])[CH2:17]2)C2C=CC=CC=2N=N1.C([O-])([O-])=O.[Cs+].[Cs+].[NH:48]1[CH2:53][CH2:52][O:51][CH2:50][CH2:49]1.